This data is from Forward reaction prediction with 1.9M reactions from USPTO patents (1976-2016). The task is: Predict the product of the given reaction. (1) Given the reactants C(OC([N:8]1[CH2:13][CH2:12][CH2:11][CH:10]([C:14]([NH:16][CH2:17][C:18]2[S:22][C:21]([C:23]3[CH:28]=[CH:27][C:26]([Cl:29])=[CH:25][CH:24]=3)=[N:20][C:19]=2[CH3:30])=[O:15])[CH2:9]1)=O)(C)(C)C, predict the reaction product. The product is: [ClH:29].[Cl:29][C:26]1[CH:27]=[CH:28][C:23]([C:21]2[S:22][C:18]([CH2:17][NH:16][C:14]([CH:10]3[CH2:11][CH2:12][CH2:13][NH:8][CH2:9]3)=[O:15])=[C:19]([CH3:30])[N:20]=2)=[CH:24][CH:25]=1. (2) Given the reactants [CH3:1][C:2]1[CH:28]=[CH:27][C:5]2[N:6]=[C:7]([C:9]3[CH:14]=[CH:13][C:12]([NH:15][C:16]4[C:25]5[C:20](=[C:21](Br)[CH:22]=[CH:23][CH:24]=5)[CH:19]=[CH:18][N:17]=4)=[CH:11][CH:10]=3)[S:8][C:4]=2[CH:3]=1.CC1(C)C(C)(C)OB([C:37]2[CH:43]=[CH:42][C:40]([NH2:41])=[CH:39][CH:38]=2)O1, predict the reaction product. The product is: [NH2:41][C:40]1[CH:42]=[CH:43][C:37]([C:21]2[CH:22]=[CH:23][CH:24]=[C:25]3[C:20]=2[CH:19]=[CH:18][N:17]=[C:16]3[NH:15][C:12]2[CH:13]=[CH:14][C:9]([C:7]3[S:8][C:4]4[CH:3]=[C:2]([CH3:1])[CH:28]=[CH:27][C:5]=4[N:6]=3)=[CH:10][CH:11]=2)=[CH:38][CH:39]=1. (3) The product is: [CH2:6]([O:5][C:3](=[O:4])[CH:2]([CH3:8])[NH:15][CH:9]1[CH2:14][CH2:13][CH2:12][CH2:11][CH2:10]1)[CH3:7]. Given the reactants Br[CH:2]([CH3:8])[C:3]([O:5][CH2:6][CH3:7])=[O:4].[CH:9]1([NH2:15])[CH2:14][CH2:13][CH2:12][CH2:11][CH2:10]1, predict the reaction product. (4) Given the reactants [NH2:1][C:2]1[C:10]([CH3:11])=[CH:9][C:8]([Cl:12])=[CH:7][C:3]=1[C:4]([OH:6])=[O:5].Cl[C:14](OC1C=CC=CC=1)=[O:15], predict the reaction product. The product is: [Cl:12][C:8]1[CH:9]=[C:10]([CH3:11])[C:2]2[NH:1][C:14](=[O:15])[O:5][C:4](=[O:6])[C:3]=2[CH:7]=1. (5) Given the reactants [O:1]=[C:2]1[CH2:5][CH:4](C(O)=O)[CH2:3]1.CC[N:11]([CH:15](C)C)C(C)C.C1C=CC(P(N=[N+]=[N-])(C2C=CC=CC=2)=[O:25])=CC=1.[CH2:35]([OH:42])[C:36]1[CH:41]=[CH:40][CH:39]=[CH:38][CH:37]=1, predict the reaction product. The product is: [O:1]=[C:2]1[CH2:3][CH:4]([NH:11][C:15](=[O:25])[O:42][CH2:35][C:36]2[CH:41]=[CH:40][CH:39]=[CH:38][CH:37]=2)[CH2:5]1. (6) Given the reactants [CH:1]1([CH2:7][CH:8]([OH:18])[CH2:9][NH:10][C:11](=[O:17])[C:12]([O:14][CH2:15][CH3:16])=[O:13])[CH2:6][CH2:5][CH2:4][CH2:3][CH2:2]1.CC(OI1(OC(C)=O)(OC(C)=O)OC(=O)C2C=CC=CC1=2)=O, predict the reaction product. The product is: [CH:1]1([CH2:7][C:8](=[O:18])[CH2:9][NH:10][C:11](=[O:17])[C:12]([O:14][CH2:15][CH3:16])=[O:13])[CH2:2][CH2:3][CH2:4][CH2:5][CH2:6]1. (7) Given the reactants [CH3:1][N:2]1[C:6]([C:7](O)=[O:8])=[C:5]([CH3:10])[CH:4]=[N:3]1.ClC(N(C)C)=C(C)C.[NH:19]1[C:27]2[C:22](=[C:23]([C:28]3[CH:29]=[C:30]([NH2:37])[C:31]4[CH:32]=[N:33][NH:34][C:35]=4[CH:36]=3)[CH:24]=[CH:25][CH:26]=2)[CH:21]=[CH:20]1.C(N(CC)CC)C, predict the reaction product. The product is: [NH:19]1[C:27]2[C:22](=[C:23]([C:28]3[CH:36]=[C:35]4[C:31]([CH:32]=[N:33][NH:34]4)=[C:30]([NH:37][C:7]([C:6]4[N:2]([CH3:1])[N:3]=[CH:4][C:5]=4[CH3:10])=[O:8])[CH:29]=3)[CH:24]=[CH:25][CH:26]=2)[CH:21]=[CH:20]1. (8) Given the reactants [C:1]([N:8]1[CH2:11][C:10](=[O:12])[CH2:9]1)([O:3][C:4]([CH3:7])([CH3:6])[CH3:5])=[O:2].[CH3:13][Si:14]([CH3:23])([CH3:22])[C:15]#[C:16][C:17]1[CH:21]=[CH:20][S:19][CH:18]=1, predict the reaction product. The product is: [O:12]=[C:10]1[CH2:9][N:8]([C:1]([O:3][C:4]([CH3:7])([CH3:6])[CH3:5])=[O:2])[CH2:11][C:16]([C:17]2[CH:21]=[CH:20][S:19][CH:18]=2)=[C:15]1[Si:14]([CH3:22])([CH3:13])[CH3:23]. (9) Given the reactants [Br:1][C:2]1[C:3]([N:12]2[CH2:17][CH2:16][N:15]([CH2:18][C:19]3[CH:20]=[N:21][CH:22]=[CH:23][CH:24]=3)[CH2:14][CH2:13]2)=[C:4]([N+:9]([O-])=O)[C:5]([NH2:8])=[N:6][CH:7]=1.[N:25]1([CH2:31][C:32]2[CH:33]=[C:34]([CH:37]=[CH:38][CH:39]=2)[CH:35]=O)[CH2:30][CH2:29][O:28][CH2:27][CH2:26]1.[O-]S(S([O-])=O)=O.[Na+].[Na+], predict the reaction product. The product is: [Br:1][C:2]1[C:3]([N:12]2[CH2:17][CH2:16][N:15]([CH2:18][C:19]3[CH:20]=[N:21][CH:22]=[CH:23][CH:24]=3)[CH2:14][CH2:13]2)=[C:4]2[N:9]=[C:35]([C:34]3[CH:37]=[CH:38][CH:39]=[C:32]([CH2:31][N:25]4[CH2:30][CH2:29][O:28][CH2:27][CH2:26]4)[CH:33]=3)[NH:8][C:5]2=[N:6][CH:7]=1.